This data is from Experimentally validated miRNA-target interactions with 360,000+ pairs, plus equal number of negative samples. The task is: Binary Classification. Given a miRNA mature sequence and a target amino acid sequence, predict their likelihood of interaction. (1) The miRNA is mmu-miR-466a-3p with sequence UAUACAUACACGCACACAUAAGA. The protein sequence of the target gene is MDNLENVFRMFEAHMQSYTGNDPLGEWESFIKWVEENFPDNKEYLMTLLEHLMKEFLHKKNYHNDSRFINYCLKFAEYNSDRHQFFEFLYNQGIGTKSSYIYMSWAGHLEAQGELQHASAIFQTGIHNEAEPKELLQQQYRLFQARLTGIHLPAQATTSEPLHSAQILNQVMMTNSSPEKNSACVPKSQGSECSGVASSTCDEKSNMEQRVIMISKSECSVSSSVAPKPEAQQVMYCKEKLIRGDSEFSFEELRAQKYNQRKKHEQWVSEDRNYMKRKEANAFEEQLLKQKMDELHKKLH.... Result: 1 (interaction). (2) The miRNA is hsa-miR-3677-5p with sequence CAGUGGCCAGAGCCCUGCAGUG. The protein sequence of the target gene is MVLLLPWLFIILWLENAQAQLEDEGNFYSENVSRILDNLLEGYDNRLRPGFGGAVTEVKTDIYVTSFGPVSDVEMEYTMDVFFRQTWTDERLKFKGPAEILSLNNLMVSKIWTPDTFFRNGKKSIAHNMTTPNKLFRLMQNGTILYTMRLTINADCPMRLVNFPMDGHACPLKFGSYAYPKTEIIYTWKKGPLYSVEVPEESSSLLQYDLIGQTVSSETIKSNTGEYVIMTVYFHLQRKMGYFMIQIYTPCIMTVILSQVSFWINKESVPARTVFGITTVLTMTTLSISARHSLPKVSYA.... Result: 0 (no interaction). (3) Result: 0 (no interaction). The miRNA is hsa-miR-596 with sequence AAGCCUGCCCGGCUCCUCGGG. The protein sequence of the target gene is MGTDSRAAKALLARARTLHLQTGNLLNWGRLRKKCPSTHSEELHDCIQKTLNEWSSQINPDLVREFPDVLECTVSHAVEKINPDEREEMKVSAKLFIVESNSSSSTRSAVDMACSVLGVAQLDSVIIASPPIEDGVNLSLEHLQPYWEELENLVQSKKIVAIGTSDLDKTQLEQLYQWAQVKPNSNQVNLASCCVMPPDLTAFAKQFDIQLLTHNDPKELLSEASFQEALQESIPDIQAHEWVPLWLLRYSVIVKSRGIIKSKGYILQAKRRGS. (4) The protein sequence of the target gene is MNYLRRRLSDSNFMANLPNGYMTDLQRPQPPPPPPSAASPGATPGSATASAERASTAAPVASPAAPSPGSSGGGGFFSSLSNAVKQTTAAAAATFSEQVGGGSGGAGRGGAAARVLLVIDEPHTDWAKYFKGKKIHGEIDIKVEQAEFSDLNLVAHANGGFSVDMEVLRNGVKVVRSLKPDFVLIRQHAFSMARNGDYRSLVIGLQYAGIPSVNSLHSVYNFCDKPWVFAQMVRLHKKLGTEEFPLIDQTFYPNHKEMLSSTTYPVVVKMGHAHSGMGKVKVDNQHDFQDIASVVALTKT.... The miRNA is hsa-miR-600 with sequence ACUUACAGACAAGAGCCUUGCUC. Result: 0 (no interaction). (5) The miRNA is hsa-miR-4798-5p with sequence UUCGGUAUACUUUGUGAAUUGG. The protein sequence of the target gene is MAESEAETPGTPGEFESKYFEFHGVRLPPFCRGKMEDIADFPVRPSDVWIVTYPKSGTSLLQEVVYLVSQGADPDEIGLMNIDEQLPVLEYPQPGLDIIKELTSPRLIKSHLPYRFLPSDLHNGDSKVIYMARNPKDLVVSYYQFHRSLRTMSYRGTFQEFCRRFMNDKLGYGSWFEHVQEFWEHRMDANVLFLKYEDMHRDLVTMVEQLARFLGVSCDKAQLESLIEHCHQLVDQCCNAEALPVGRGRVGLWKDIFTVSMNEKFDLVYKQKMGKCDLTFDFYL. Result: 0 (no interaction). (6) The miRNA is hsa-miR-7106-5p with sequence UGGGAGGAGGGGAUCUUGGG. The protein sequence of the target gene is MNQELLSVGSKRRRTGGSLRGNASSSQVDEGQMNRVVEEDPQQQARHQEEEHTARNGELVGANPRPGDQNDTQQGQVEENNNRFISVDEDSSGNQEEQEEDEEHAGEQEEEEEEEEEEEEMDQESDDFDPSDDSSREDEHTHNSNVTNCSSVSDLPAHQLSSPFYTKTTKMKRKLDHGSEVRSFSLGKKPCKVSDYTSTTGLVPCSATPTTFGDLRAANGQGQQRRRITSVQPPTGLQEWLKMFQSWSGPEKLLALDELIDSCEPTQVKHMMQVIEPQFQRDFISLLPKELALYVLSFLE.... Result: 0 (no interaction). (7) The miRNA is hsa-miR-149-5p with sequence UCUGGCUCCGUGUCUUCACUCCC. The protein sequence of the target gene is MAELEAVADDLDALIDDLDYLPGHFHLEMQLNFEPRSPAPQRARDLKLQREGLRQELQLAAAPQRPAVRHLLGAFAFYLEELDEARECFLEVAHEHPGNLNAWANLAHVYGRLGQEEEEEACAARLADLMGLAEEPEAAGDPQLRAARCLAEQGYAHGFDVGCASPEERARGLAAGIALYDKALGYGQQIPMEEKRGWYFTMATLYIRLDGIFLELGSEEQKRLPAFNRTLALLRQVLKSEDPRHRALAWCYLGMLLERKDTFSTTPMGVHDCGYSGTDPLDCFGKAIEIAKNQPPILNR.... Result: 1 (interaction). (8) The miRNA is mmu-miR-191-5p with sequence CAACGGAAUCCCAAAAGCAGCUG. The protein sequence of the target gene is MGNRSTADADGLLAGRGPAAGASAGASAGLAGQGAAALVGGVLLIGAVLAGNSLVCVSVATERALQTPTNSFIVSLAAADLLLALLVLPLFVYSEVQGGAWLLSPRLCDALMAMDVMLCTASIFNLCAISVDRFVAVAVPLRYNRQGGSRRQLLLIGATWLLSAAVAAPVLCGLNDVRGRDPAVCRLEDRDYVVYSSVCSFFLPCPLMLLLYWATFRGLQRWEVARRAKLHGRAPRRPSGPGPPSPTPPAPRLPQDPCGPDCAPPAPGLPRGPCGPDCAPAAPSLPQDPCGPDCAPPAPG.... Result: 0 (no interaction).